From a dataset of Catalyst prediction with 721,799 reactions and 888 catalyst types from USPTO. Predict which catalyst facilitates the given reaction. Reactant: C([O:4][CH2:5][C@H:6]1[O:10][C@@H:9]([N:11]2[CH:19]=[C:17]([CH3:18])[C:15](=[O:16])[N:14]([CH2:20][O:21][CH2:22][CH:23]([C:25]3[CH:30]=[CH:29][CH:28]=[CH:27][C:26]=3[N+:31]([O-:33])=[O:32])[CH3:24])[C:12]2=[O:13])[CH2:8][C@@H:7]1[OH:34])(=O)C.O.N. Product: [N+:31]([C:26]1[CH:27]=[CH:28][CH:29]=[CH:30][C:25]=1[CH:23]([CH3:24])[CH2:22][O:21][CH2:20][N:14]1[C:15](=[O:16])[C:17]([CH3:18])=[CH:19][N:11]([C@@H:9]2[O:10][C@H:6]([CH2:5][OH:4])[C@@H:7]([OH:34])[CH2:8]2)[C:12]1=[O:13])([O-:33])=[O:32]. The catalyst class is: 5.